This data is from Forward reaction prediction with 1.9M reactions from USPTO patents (1976-2016). The task is: Predict the product of the given reaction. Given the reactants [Br:1][C:2]1[CH:7]=[CH:6][C:5]([CH:8]2[CH2:13][S:12][CH2:11][CH:10]([C:14]3[CH:19]=[CH:18][C:17]([Br:20])=[CH:16][CH:15]=3)[N:9]2[C:21]2[CH:26]=[CH:25][C:24]([C:27]([CH3:30])([CH3:29])[CH3:28])=[CH:23][CH:22]=2)=[CH:4][CH:3]=1.CC(C)=[O:33].C1COCC1.[OH2:40], predict the reaction product. The product is: [Br:20][C:17]1[CH:18]=[CH:19][C:14]([CH:10]2[CH2:11][S:12](=[O:33])(=[O:40])[CH2:13][CH:8]([C:5]3[CH:4]=[CH:3][C:2]([Br:1])=[CH:7][CH:6]=3)[N:9]2[C:21]2[CH:26]=[CH:25][C:24]([C:27]([CH3:30])([CH3:29])[CH3:28])=[CH:23][CH:22]=2)=[CH:15][CH:16]=1.